Dataset: Reaction yield outcomes from USPTO patents with 853,638 reactions. Task: Predict the reaction yield, written as a fraction of the theoretical maximum amount of product (1.0 means a 100% yield; for example, 0.34 means a 34% yield). (1) The reactants are [C:1]([NH:11][C@H:12]([C:16]([O:18][C:19]1[CH:20]=[C:21]([CH:29]=[CH:30][C:31]=1[O:32][C:33](=[O:49])[C@H:34]([CH:46]([CH3:48])[CH3:47])[NH:35][C:36]([O:38][CH2:39][C:40]1[CH:45]=[CH:44][CH:43]=[CH:42][CH:41]=1)=[O:37])[CH2:22][CH2:23][C:24]([O:26][CH2:27]Cl)=[O:25])=[O:17])[CH:13]([CH3:15])[CH3:14])([O:3][CH2:4][C:5]1[CH:10]=[CH:9][CH:8]=[CH:7][CH:6]=1)=[O:2].[I-:50].[Na+]. The catalyst is C(#N)C. The product is [C:1]([NH:11][C@H:12]([C:16]([O:18][C:19]1[CH:20]=[C:21]([CH:29]=[CH:30][C:31]=1[O:32][C:33](=[O:49])[C@H:34]([CH:46]([CH3:48])[CH3:47])[NH:35][C:36]([O:38][CH2:39][C:40]1[CH:45]=[CH:44][CH:43]=[CH:42][CH:41]=1)=[O:37])[CH2:22][CH2:23][C:24]([O:26][CH2:27][I:50])=[O:25])=[O:17])[CH:13]([CH3:15])[CH3:14])([O:3][CH2:4][C:5]1[CH:10]=[CH:9][CH:8]=[CH:7][CH:6]=1)=[O:2]. The yield is 0.900. (2) The reactants are Br[C:2]1[CH:11]=[CH:10][CH:9]=[C:8]([F:12])[C:3]=1[C:4]([O:6][CH3:7])=[O:5].[CH:13]1(B(O)O)[CH2:15][CH2:14]1.[O-]P([O-])([O-])=O.[K+].[K+].[K+].C1(C)C=CC=CC=1. The catalyst is C1C=CC([P]([Pd]([P](C2C=CC=CC=2)(C2C=CC=CC=2)C2C=CC=CC=2)([P](C2C=CC=CC=2)(C2C=CC=CC=2)C2C=CC=CC=2)[P](C2C=CC=CC=2)(C2C=CC=CC=2)C2C=CC=CC=2)(C2C=CC=CC=2)C2C=CC=CC=2)=CC=1.O. The product is [CH:13]1([C:2]2[CH:11]=[CH:10][CH:9]=[C:8]([F:12])[C:3]=2[C:4]([O:6][CH3:7])=[O:5])[CH2:15][CH2:14]1. The yield is 0.990.